This data is from Forward reaction prediction with 1.9M reactions from USPTO patents (1976-2016). The task is: Predict the product of the given reaction. (1) The product is: [F:1][C:2]([F:12])([F:13])[CH2:3][O:4][C:5]1[CH:11]=[CH:10][C:8]([NH:9][C:19](=[NH:16])[CH2:20][CH2:21][CH3:22])=[CH:7][CH:6]=1. Given the reactants [F:1][C:2]([F:13])([F:12])[CH2:3][O:4][C:5]1[CH:11]=[CH:10][C:8]([NH2:9])=[CH:7][CH:6]=1.C([N:16]([CH2:19][CH3:20])CC)C.[CH2:21]1COC[CH2:22]1.C(OCC)(=O)C, predict the reaction product. (2) Given the reactants [C:1]([O:5][C:6]([N:8]([CH3:26])[C@H:9]1[C@H:13]([O:14][CH3:15])[CH2:12][N:11](C(OCC2C=CC=CC=2)=O)[CH2:10]1)=[O:7])([CH3:4])([CH3:3])[CH3:2].C([O-])=O.[NH4+], predict the reaction product. The product is: [CH3:15][O:14][C@@H:13]1[CH2:12][NH:11][CH2:10][C@H:9]1[N:8]([CH3:26])[C:6](=[O:7])[O:5][C:1]([CH3:2])([CH3:4])[CH3:3]. (3) Given the reactants [NH2:1][C:2]1[CH:7]=[C:6]([Cl:8])[CH:5]=[CH:4][C:3]=1[OH:9].[Cl:10][C:11]1[CH:19]=[CH:18][C:17]([N+:20]([O-:22])=[O:21])=[CH:16][C:12]=1[C:13](Cl)=O, predict the reaction product. The product is: [Cl:8][C:6]1[CH:5]=[CH:4][C:3]2[O:9][C:13]([C:12]3[CH:16]=[C:17]([N+:20]([O-:22])=[O:21])[CH:18]=[CH:19][C:11]=3[Cl:10])=[N:1][C:2]=2[CH:7]=1.